Dataset: Reaction yield outcomes from USPTO patents with 853,638 reactions. Task: Predict the reaction yield, written as a fraction of the theoretical maximum amount of product (1.0 means a 100% yield; for example, 0.34 means a 34% yield). (1) The reactants are [Br:1][CH:2]([CH:6]([CH3:8])[CH3:7])[C:3](O)=[O:4].Cl.[Cl:10][C:11]1[CH:16]=[CH:15][C:14]([CH:17]2[CH2:22][CH2:21][NH:20][CH2:19][CH2:18]2)=[CH:13][CH:12]=1.C1C=CC2N(O)N=NC=2C=1.CCN=C=NCCCN(C)C.CCN(C(C)C)C(C)C. The catalyst is CN(C=O)C.CCOCC. The product is [Br:1][CH:2]([CH:6]([CH3:8])[CH3:7])[C:3]([N:20]1[CH2:21][CH2:22][CH:17]([C:14]2[CH:13]=[CH:12][C:11]([Cl:10])=[CH:16][CH:15]=2)[CH2:18][CH2:19]1)=[O:4]. The yield is 0.850. (2) The reactants are [NH2:1][C:2]1[N:7]=[C:6]([OH:8])[C:5]([N:9]=O)=[C:4]([NH2:11])[N:3]=1. The catalyst is [NH4+]=S. The product is [NH2:1][C:2]1[N:7]=[C:6]([OH:8])[C:5]([NH2:9])=[C:4]([NH2:11])[N:3]=1. The yield is 0.830. (3) The reactants are [F:1][C:2]1[CH:7]=[CH:6][CH:5]=[C:4]([F:8])[C:3]=1[N:9]1[C:14]2[N:15]=[C:16](S(C)=O)[N:17]=[C:18]([C:19]3[CH:20]=[C:21]([CH:32]=[CH:33][C:34]=3[CH3:35])[C:22]([NH:24][C:25]3[CH:30]=[CH:29][C:28]([F:31])=[CH:27][CH:26]=3)=[O:23])[C:13]=2[CH2:12][NH:11][C:10]1=[O:39].[CH3:40][C:41]([NH:44][CH2:45][CH2:46][CH2:47][NH2:48])([CH3:43])[CH3:42]. The catalyst is C1COCC1. The product is [F:1][C:2]1[CH:7]=[CH:6][CH:5]=[C:4]([F:8])[C:3]=1[N:9]1[C:14]2[N:15]=[C:16]([NH:48][CH2:47][CH2:46][CH2:45][NH:44][C:41]([CH3:43])([CH3:42])[CH3:40])[N:17]=[C:18]([C:19]3[CH:20]=[C:21]([CH:32]=[CH:33][C:34]=3[CH3:35])[C:22]([NH:24][C:25]3[CH:30]=[CH:29][C:28]([F:31])=[CH:27][CH:26]=3)=[O:23])[C:13]=2[CH2:12][NH:11][C:10]1=[O:39]. The yield is 0.800. (4) The reactants are [CH:1]([C:3]1([C:6]([O:8][CH2:9][C:10]2[CH:15]=[CH:14][CH:13]=[CH:12][CH:11]=2)=[O:7])[CH2:5][CH2:4]1)=[CH2:2]. The catalyst is C(OCC)(=O)C.[Pt](=O)=O. The product is [CH2:1]([C:3]1([C:6]([O:8][CH2:9][C:10]2[CH:11]=[CH:12][CH:13]=[CH:14][CH:15]=2)=[O:7])[CH2:5][CH2:4]1)[CH3:2]. The yield is 0.693. (5) The reactants are [CH:1]1([CH2:4][O:5][NH:6][C:7]([C:9]2[C:22]([NH:23][C:24]3[CH:29]=[CH:28][C:27]([Br:30])=[CH:26][C:25]=3[CH3:31])=[C:21]([F:32])[C:12]3[N:13]=[CH:14][N:15]([CH2:16][CH2:17]CC=C)[C:11]=3[CH:10]=2)=[O:8])[CH2:3][CH2:2]1.C[N+]1([O-])CC[O:37]CC1.[CH3:41][C:42]([OH:45])(C)[CH3:43]. The catalyst is C1COCC1.O.O=[Os](=O)(=O)=O. The product is [CH:1]1([CH2:4][O:5][NH:6][C:7]([C:9]2[C:22]([NH:23][C:24]3[CH:29]=[CH:28][C:27]([Br:30])=[CH:26][C:25]=3[CH3:31])=[C:21]([F:32])[C:12]3[N:13]=[CH:14][N:15]([CH2:16][CH2:17][CH2:41][CH:42]([OH:45])[CH2:43][OH:37])[C:11]=3[CH:10]=2)=[O:8])[CH2:3][CH2:2]1. The yield is 0.740. (6) The reactants are Br[CH2:2][C:3]1[NH:12][C:11](=[O:13])[C:10]2[C:5](=[CH:6][CH:7]=[CH:8][CH:9]=2)[N:4]=1.[Cl:14][C:15]1[C:16]([O:38][CH3:39])=[CH:17][C:18]([O:36][CH3:37])=[C:19]([CH2:21][CH2:22][C:23]2([CH:31]3[CH2:35][CH2:34][CH2:33][CH2:32]3)[O:28][C:27](=[O:29])[CH2:26][C:25](=[O:30])[CH2:24]2)[CH:20]=1. No catalyst specified. The product is [Cl:14][C:15]1[C:16]([O:38][CH3:39])=[CH:17][C:18]([O:36][CH3:37])=[C:19]([CH2:21][CH2:22][C:23]2([CH:31]3[CH2:35][CH2:34][CH2:33][CH2:32]3)[O:28][C:27](=[O:29])[C:26]([CH2:2][C:3]3[NH:12][C:11](=[O:13])[C:10]4[C:5](=[CH:6][CH:7]=[CH:8][CH:9]=4)[N:4]=3)=[C:25]([OH:30])[CH2:24]2)[CH:20]=1. The yield is 0.190.